Dataset: Reaction yield outcomes from USPTO patents with 853,638 reactions. Task: Predict the reaction yield, written as a fraction of the theoretical maximum amount of product (1.0 means a 100% yield; for example, 0.34 means a 34% yield). (1) The reactants are Cl[C:2]1[CH:7]=[C:6]([C:8]2[CH:13]=[CH:12][C:11]([O:14][C:15]3[CH:20]=[CH:19][C:18]([F:21])=[CH:17][CH:16]=3)=[CH:10][CH:9]=2)[N:5]=[C:4]([C:22]([O:24][CH3:25])=[O:23])[N:3]=1.Cl.[NH2:27][C@@H:28]([CH3:33])[C:29]([O:31][CH3:32])=[O:30].CCN(C(C)C)C(C)C. The catalyst is C(#N)C. The product is [F:21][C:18]1[CH:19]=[CH:20][C:15]([O:14][C:11]2[CH:12]=[CH:13][C:8]([C:6]3[CH:7]=[C:2]([NH:27][C@@H:28]([CH3:33])[C:29]([O:31][CH3:32])=[O:30])[N:3]=[C:4]([C:22]([O:24][CH3:25])=[O:23])[N:5]=3)=[CH:9][CH:10]=2)=[CH:16][CH:17]=1. The yield is 0.560. (2) The reactants are C[Mg]Cl.[C:4]([O:8][C:9](=[O:14])[CH2:10][C:11]([CH3:13])=[O:12])([CH3:7])([CH3:6])[CH3:5].[CH2:15]([O:22][C:23]([N:25]1[CH2:29][CH2:28][CH2:27][CH:26]1[C:30](Cl)=[O:31])=[O:24])[C:16]1[CH:21]=[CH:20][CH:19]=[CH:18][CH:17]=1.[NH4+].[Cl-]. The catalyst is C1COCC1. The product is [CH2:15]([O:22][C:23]([N:25]1[CH2:29][CH2:28][CH2:27][CH:26]1[C:30](=[O:31])[CH:10]([C:9]([O:8][C:4]([CH3:7])([CH3:6])[CH3:5])=[O:14])[C:11](=[O:12])[CH3:13])=[O:24])[C:16]1[CH:21]=[CH:20][CH:19]=[CH:18][CH:17]=1. The yield is 1.00. (3) The reactants are [Cl:1][C:2]1[CH:21]=[C:20]([Cl:22])[CH:19]=[CH:18][C:3]=1[CH2:4][N:5]1[C:9](/[CH:10]=[CH:11]/[C:12]([OH:14])=O)=[CH:8][C:7]([CH:15]([CH3:17])[CH3:16])=[N:6]1.[CH2:23]([S:28]([NH2:31])(=[O:30])=[O:29])[CH2:24][CH2:25][CH2:26][CH3:27].N12CCCN=C1CCCCC2. The catalyst is O1CCCC1. The product is [Cl:1][C:2]1[CH:21]=[C:20]([Cl:22])[CH:19]=[CH:18][C:3]=1[CH2:4][N:5]1[C:9](/[CH:10]=[CH:11]/[C:12]([NH:31][S:28]([CH2:23][CH2:24][CH2:25][CH2:26][CH3:27])(=[O:30])=[O:29])=[O:14])=[CH:8][C:7]([CH:15]([CH3:17])[CH3:16])=[N:6]1. The yield is 0.240. (4) The reactants are [F:1][C:2]1[CH:7]=[C:6]([N+:8]([O-:10])=[O:9])[CH:5]=[CH:4][C:3]=1[CH3:11].BrN1C(=O)CCC1=O.[NH:20]1[CH2:25][CH2:24][O:23][CH2:22][CH2:21]1.C(OCC)(=O)C. The catalyst is C(Cl)(Cl)(Cl)Cl.C(OOC(=O)C1C=CC=CC=1)(=O)C1C=CC=CC=1. The product is [F:1][C:2]1[CH:7]=[C:6]([N+:8]([O-:10])=[O:9])[CH:5]=[CH:4][C:3]=1[CH2:11][N:20]1[CH2:25][CH2:24][O:23][CH2:22][CH2:21]1. The yield is 0.550. (5) The reactants are [O:1]1[CH2:6][C:5](=[O:7])[NH:4][C:3]2[CH:8]=[CH:9][CH:10]=[CH:11][C:2]1=2.[F:12][C:13]1[CH:18]=[CH:17][C:16]([CH2:19][C:20](Cl)=[O:21])=[CH:15][CH:14]=1. No catalyst specified. The product is [F:12][C:13]1[CH:18]=[CH:17][C:16]([CH2:19][C:20]([C:9]2[CH:10]=[CH:11][C:2]3[O:1][CH2:6][C:5](=[O:7])[NH:4][C:3]=3[CH:8]=2)=[O:21])=[CH:15][CH:14]=1. The yield is 0.940. (6) The reactants are Br[C:2]1[CH:19]=[CH:18][C:5]([C:6]([NH:8][CH2:9][CH2:10][C:11]2[CH:16]=[CH:15][C:14]([Cl:17])=[CH:13][CH:12]=2)=[O:7])=[CH:4][C:3]=1[CH3:20].[Cl:21][C:22]1[CH:23]=[C:24]2[C:29](=[CH:30][C:31]=1[OH:32])[O:28][CH2:27][CH2:26][CH:25]2[C:33]([O:35][CH2:36][CH3:37])=[O:34].CN(C)CC(O)=O.C(=O)([O-])[O-].[Cs+].[Cs+]. The catalyst is O1CCOCC1.[Cu]Cl. The product is [Cl:21][C:22]1[CH:23]=[C:24]2[C:29](=[CH:30][C:31]=1[O:32][C:2]1[CH:19]=[CH:18][C:5]([C:6](=[O:7])[NH:8][CH2:9][CH2:10][C:11]3[CH:16]=[CH:15][C:14]([Cl:17])=[CH:13][CH:12]=3)=[CH:4][C:3]=1[CH3:20])[O:28][CH2:27][CH2:26][CH:25]2[C:33]([O:35][CH2:36][CH3:37])=[O:34]. The yield is 0.210. (7) The reactants are C([O:4][C@H:5]1[C@@H:29]([O:30]C(=O)C)[C@H:28]([O:34]C(=O)C)[C@@H:27]([CH2:38][O:39]C(=O)C)[O:26][C@@H:6]1[O:7][C:8]1[CH:13]=[CH:12][C:11]([N:14]2[C:22]3[C:17](=[CH:18][C:19]([N+:23]([O-:25])=[O:24])=[CH:20][CH:21]=3)[CH2:16][CH2:15]2)=[CH:10][CH:9]=1)(=O)C.C[O-].[Na+].C(Cl)Cl.CO.C(O)(=O)C. The yield is 0.500. The catalyst is CO. The product is [O:7]([C:8]1[CH:9]=[CH:10][C:11]([N:14]2[C:22]3[C:17](=[CH:18][C:19]([N+:23]([O-:25])=[O:24])=[CH:20][CH:21]=3)[CH2:16][CH2:15]2)=[CH:12][CH:13]=1)[C@H:6]1[O:26][C@H:27]([CH2:38][OH:39])[C@@H:28]([OH:34])[C@H:29]([OH:30])[C@@H:5]1[OH:4].